Dataset: Full USPTO retrosynthesis dataset with 1.9M reactions from patents (1976-2016). Task: Predict the reactants needed to synthesize the given product. (1) Given the product [Cl:13][C:14]1[CH:15]=[CH:16][C:17]([C:20]2[N:21]=[C:22]([CH2:38][N:39]3[C:43]([CH3:44])=[N:42][N:41]=[N:40]3)[C:23]([C:33]([NH:8][N:2]3[CH2:7][CH2:6][CH2:5][CH2:4][CH2:3]3)=[O:34])=[N:24][C:25]=2[C:26]2[CH:27]=[CH:28][C:29]([Cl:32])=[CH:30][CH:31]=2)=[CH:18][CH:19]=1, predict the reactants needed to synthesize it. The reactants are: Cl.[N:2]1([NH2:8])[CH2:7][CH2:6][CH2:5][CH2:4][CH2:3]1.C[Al](C)C.[Cl:13][C:14]1[CH:19]=[CH:18][C:17]([C:20]2[N:21]=[C:22]([CH2:38][N:39]3[C:43]([CH3:44])=[N:42][N:41]=[N:40]3)[C:23]([C:33](OCC)=[O:34])=[N:24][C:25]=2[C:26]2[CH:31]=[CH:30][C:29]([Cl:32])=[CH:28][CH:27]=2)=[CH:16][CH:15]=1. (2) Given the product [Br:25][C:26]1[CH:27]=[CH:28][C:29]([NH:33][C:2]2[CH:3]=[C:4]([NH:10][C@@H:11]3[CH2:16][CH2:15][CH2:14][CH2:13][C@@H:12]3[NH:17][C:18](=[O:24])[O:19][C:20]([CH3:23])([CH3:22])[CH3:21])[CH:5]=[N:6][C:7]=2[C:8]#[N:9])=[N:30][C:31]=1[CH3:32], predict the reactants needed to synthesize it. The reactants are: Br[C:2]1[CH:3]=[C:4]([NH:10][C@@H:11]2[CH2:16][CH2:15][CH2:14][CH2:13][C@@H:12]2[NH:17][C:18](=[O:24])[O:19][C:20]([CH3:23])([CH3:22])[CH3:21])[CH:5]=[N:6][C:7]=1[C:8]#[N:9].[Br:25][C:26]1[CH:27]=[CH:28][C:29]([NH2:33])=[N:30][C:31]=1[CH3:32].CC1(C)C2C(=C(P(C3C=CC=CC=3)C3C=CC=CC=3)C=CC=2)OC2C(P(C3C=CC=CC=3)C3C=CC=CC=3)=CC=CC1=2.C(=O)([O-])[O-].[Cs+].[Cs+]. (3) Given the product [C:1]([NH:5][C:6]([C:8]1[C:16]2[C:11](=[N:12][CH:13]=[C:14]([C:17]3[C:25]4[C:20](=[C:21]([CH2:26][OH:27])[CH:22]=[CH:23][CH:24]=4)[NH:19][N:18]=3)[N:15]=2)[NH:10][CH:9]=1)=[O:7])([CH3:4])([CH3:2])[CH3:3], predict the reactants needed to synthesize it. The reactants are: [C:1]([NH:5][C:6]([C:8]1[C:16]2[C:11](=[N:12][CH:13]=[C:14]([C:17]3[C:25]4[C:20](=[C:21]([C:26](C)(C)[O:27][SiH2]C(C)(C)C)[CH:22]=[CH:23][CH:24]=4)[NH:19][N:18]=3)[N:15]=2)[N:10](COCC[Si](C)(C)C)[CH:9]=1)=[O:7])([CH3:4])([CH3:3])[CH3:2].[F-].C([N+](CCCC)(CCCC)CCCC)CCC. (4) Given the product [CH3:1][C:2]1[CH:3]=[C:4]([C:9]2[N:10]=[CH:11][C:12]([NH:15][C:16]([C:18]3[CH:23]=[C:22]([N:24]4[CH2:29][CH2:28][CH2:27][CH2:26][CH2:25]4)[CH:21]=[CH:20][C:19]=3[NH:30][C:31]([C:33]3[CH:34]=[C:35]([CH:47]=[CH:48][CH:49]=3)[CH2:36][S:37][CH2:38][CH2:39][C:40]([OH:42])=[O:41])=[O:32])=[O:17])=[N:13][CH:14]=2)[CH:5]=[CH:6][C:7]=1[CH3:8], predict the reactants needed to synthesize it. The reactants are: [CH3:1][C:2]1[CH:3]=[C:4]([C:9]2[N:10]=[CH:11][C:12]([NH:15][C:16]([C:18]3[CH:23]=[C:22]([N:24]4[CH2:29][CH2:28][CH2:27][CH2:26][CH2:25]4)[CH:21]=[CH:20][C:19]=3[NH:30][C:31]([C:33]3[CH:34]=[C:35]([CH:47]=[CH:48][CH:49]=3)[CH2:36][S:37][CH2:38][CH2:39][C:40]([O:42]C(C)(C)C)=[O:41])=[O:32])=[O:17])=[N:13][CH:14]=2)[CH:5]=[CH:6][C:7]=1[CH3:8].FC(F)(F)C(O)=O. (5) Given the product [Cl:15][C:6]1[N:5]=[CH:4][N:3]=[C:2]([NH2:1])[C:7]=1[C:8]1[O:9][CH2:12][C@H:11]([CH3:14])[N:10]=1, predict the reactants needed to synthesize it. The reactants are: [NH2:1][C:2]1[C:7]([C:8]([NH:10][C@@H:11]([CH3:14])[CH2:12]Cl)=[O:9])=[C:6]([Cl:15])[N:5]=[CH:4][N:3]=1.[H-].[Na+].